Dataset: Reaction yield outcomes from USPTO patents with 853,638 reactions. Task: Predict the reaction yield, written as a fraction of the theoretical maximum amount of product (1.0 means a 100% yield; for example, 0.34 means a 34% yield). (1) The reactants are C[O:2][C:3](=[O:27])[CH2:4][CH2:5][CH2:6][CH2:7][CH2:8][NH:9][C:10](=[O:26])[CH:11]=[C:12]1[C:25]2[CH:24]=[CH:23][CH:22]=[CH:21][C:20]=2[S:19][C:18]2[C:13]1=[CH:14][CH:15]=[CH:16][CH:17]=2.CO.[Li+].[OH-].Cl. The catalyst is O. The product is [CH:14]1[C:13]2[C:12](=[CH:11][C:10]([NH:9][CH2:8][CH2:7][CH2:6][CH2:5][CH2:4][C:3]([OH:27])=[O:2])=[O:26])[C:25]3[C:20](=[CH:21][CH:22]=[CH:23][CH:24]=3)[S:19][C:18]=2[CH:17]=[CH:16][CH:15]=1. The yield is 0.680. (2) The reactants are [Br:1][C:2]1[CH:3]=[CH:4][C:5]([F:28])=[C:6]([C@:8]23[CH2:16][O:15][C@H:14]([CH2:17][OH:18])[C@H:13]2[CH2:12][S:11][C:10]([NH:19][C:20](=[O:27])[C:21]2[CH:26]=[CH:25][CH:24]=[CH:23][CH:22]=2)=[N:9]3)[CH:7]=1.CS(C)=[O:31].I(C1C=CC=CC=1C(O)=O)(=O)=O.[Cl-].[NH4+]. The catalyst is C(Cl)(Cl)Cl.C(OCC)(=O)C.ClCCl.C(OCC)C.CO. The product is [C:20]([NH:19][C:10]1[S:11][CH2:12][C@@H:13]2[C@@H:14]([C:17]([OH:31])=[O:18])[O:15][CH2:16][C@:8]2([C:6]2[CH:7]=[C:2]([Br:1])[CH:3]=[CH:4][C:5]=2[F:28])[N:9]=1)(=[O:27])[C:21]1[CH:26]=[CH:25][CH:24]=[CH:23][CH:22]=1. The yield is 0.350. (3) The reactants are Cl.[CH3:2][C:3]1[CH:8]=[C:7]([CH3:9])[NH:6][C:5](=O)[N:4]=1.O=P(Cl)(Cl)[Cl:13]. No catalyst specified. The product is [Cl:13][C:5]1[N:4]=[C:3]([CH3:2])[CH:8]=[C:7]([CH3:9])[N:6]=1. The yield is 0.560. (4) The reactants are [OH:1][C:2]1[CH:3]=[C:4]2[C:8](=[CH:9][CH:10]=1)[NH:7][C:6]([C:11]([OH:13])=[O:12])=[CH:5]2.[C:14]([Si:18]([CH3:21])([CH3:20])Cl)([CH3:17])([CH3:16])[CH3:15].N1[CH:26]=[CH:25]N=C1.[Cl-].[NH4+]. The yield is 0.985. The product is [CH2:25]([O:12][C:11]([C:6]1[NH:7][C:8]2[C:4]([CH:5]=1)=[CH:3][C:2]([O:1][Si:18]([C:14]([CH3:17])([CH3:16])[CH3:15])([CH3:21])[CH3:20])=[CH:10][CH:9]=2)=[O:13])[CH3:26]. The catalyst is CN(C)C=O. (5) The product is [Cl:22][C:21]1[C:16]2[N:15]=[C:14]3[N:8]([C:5]4[N:6]=[CH:7][C:2]([C:29]#[N:30])=[CH:3][C:4]=4[CH3:28])[CH2:9][CH2:10][CH2:11][CH2:12][N:13]3[C:17]=2[C:18]([CH:23]([CH2:26][CH3:27])[CH2:24][CH3:25])=[CH:19][CH:20]=1. The reactants are Br[C:2]1[CH:3]=[C:4]([CH3:28])[C:5]([N:8]2[C:14]3=[N:15][C:16]4[C:21]([Cl:22])=[CH:20][CH:19]=[C:18]([CH:23]([CH2:26][CH3:27])[CH2:24][CH3:25])[C:17]=4[N:13]3[CH2:12][CH2:11][CH2:10][CH2:9]2)=[N:6][CH:7]=1.[CH3:29][N:30]1CCCC1=O. The catalyst is C(OCC)(=O)C.C1C=CC([P]([Pd]([P](C2C=CC=CC=2)(C2C=CC=CC=2)C2C=CC=CC=2)([P](C2C=CC=CC=2)(C2C=CC=CC=2)C2C=CC=CC=2)[P](C2C=CC=CC=2)(C2C=CC=CC=2)C2C=CC=CC=2)(C2C=CC=CC=2)C2C=CC=CC=2)=CC=1.[C-]#N.[Zn+2].[C-]#N. The yield is 0.480.